From a dataset of Full USPTO retrosynthesis dataset with 1.9M reactions from patents (1976-2016). Predict the reactants needed to synthesize the given product. The reactants are: [NH2:1][C:2]1[S:6][C:5]([C:7]2[CH:12]=[CH:11][CH:10]=[CH:9][CH:8]=2)=[N:4][C:3]=1[C:13]([NH2:15])=[O:14].[CH3:16][O:17][C:18]1[CH:19]=[C:20]([CH:24]=[CH:25][C:26]=1[O:27][CH3:28])[C:21](Cl)=[O:22].C1CCN2C(=NCCC2)CC1. Given the product [CH3:16][O:17][C:18]1[CH:19]=[C:20]([CH:24]=[CH:25][C:26]=1[O:27][CH3:28])[C:21]([NH:1][C:2]1[S:6][C:5]([C:7]2[CH:12]=[CH:11][CH:10]=[CH:9][CH:8]=2)=[N:4][C:3]=1[C:13]([NH2:15])=[O:14])=[O:22], predict the reactants needed to synthesize it.